From a dataset of Catalyst prediction with 721,799 reactions and 888 catalyst types from USPTO. Predict which catalyst facilitates the given reaction. (1) Reactant: [CH2:1]([O:8][C:9]1[C:18]2[N:17]=[CH:16][CH:15]=[CH:14][C:13]=2[C:12]([S:19](Cl)(=[O:21])=[O:20])=[CH:11][CH:10]=1)[C:2]1[CH:7]=[CH:6][CH:5]=[CH:4][CH:3]=1.[F-:23].[K+].C(OCC)(=O)C. Product: [CH2:1]([O:8][C:9]1[C:18]2[N:17]=[CH:16][CH:15]=[CH:14][C:13]=2[C:12]([S:19]([F:23])(=[O:21])=[O:20])=[CH:11][CH:10]=1)[C:2]1[CH:7]=[CH:6][CH:5]=[CH:4][CH:3]=1. The catalyst class is: 10. (2) Reactant: [CH:1]1[CH:10]=[N:9][C:8]2[C:3](=[C:4]([N+:12]([O-:14])=[O:13])[CH:5]=[CH:6][C:7]=2[OH:11])[CH:2]=1.[ClH:15]. Product: [CH:1]1[CH:10]=[N:9][C:8]2[C:3](=[C:4]([N+:12]([O-:14])=[O:13])[CH:5]=[CH:6][C:7]=2[OH:11])[CH:2]=1.[ClH:15]. The catalyst class is: 5. (3) Reactant: [CH2:1]([C:4]1[CH:9]=[C:8]([Br:10])[CH:7]=[CH:6][C:5]=1[OH:11])[CH:2]=[CH2:3].[C:12](=O)([O-])[O-].[K+].[K+].CI.O. Product: [CH2:1]([C:4]1[CH:9]=[C:8]([Br:10])[CH:7]=[CH:6][C:5]=1[O:11][CH3:12])[CH:2]=[CH2:3]. The catalyst class is: 42.